Dataset: Forward reaction prediction with 1.9M reactions from USPTO patents (1976-2016). Task: Predict the product of the given reaction. (1) Given the reactants COP([C:7]1[C:16]2[C:11](=[CH:12][CH:13]=[CH:14][CH:15]=2)[C:10](=[O:17])NN=1)(=O)OC.[N+:18]([C:21]1[CH:26]=[CH:25][N:24]=[C:23]([CH:27]=O)[CH:22]=1)([O-:20])=[O:19].C(N(CC)CC)C.C1C[O:39]CC1, predict the reaction product. The product is: [N+:18]([C:21]1[CH:26]=[CH:25][N:24]=[C:23]([CH:27]=[C:10]2[C:11]3[C:16](=[CH:15][CH:14]=[CH:13][CH:12]=3)[C:7](=[O:39])[O:17]2)[CH:22]=1)([O-:20])=[O:19]. (2) Given the reactants [C:1]([N:4]1[CH2:8][CH2:7][C:6]2([C:16]3[C:11](=[CH:12][CH:13]=[C:14]([OH:17])[CH:15]=3)[N:10]([C:18](=[O:23])[C:19]([F:22])([F:21])[F:20])[CH2:9]2)[CH2:5]1)(=[O:3])[CH3:2].[F:24][C:25]1[CH:30]=[CH:29][C:28](B(O)O)=[CH:27][CH:26]=1.C(N(CC)CC)C, predict the reaction product. The product is: [C:1]([N:4]1[CH2:8][CH2:7][C:6]2([C:16]3[C:11](=[CH:12][CH:13]=[C:14]([O:17][C:28]4[CH:29]=[CH:30][C:25]([F:24])=[CH:26][CH:27]=4)[CH:15]=3)[N:10]([C:18](=[O:23])[C:19]([F:21])([F:22])[F:20])[CH2:9]2)[CH2:5]1)(=[O:3])[CH3:2].